Dataset: Peptide-MHC class I binding affinity with 185,985 pairs from IEDB/IMGT. Task: Regression. Given a peptide amino acid sequence and an MHC pseudo amino acid sequence, predict their binding affinity value. This is MHC class I binding data. (1) The binding affinity (normalized) is 0.295. The MHC is H-2-Db with pseudo-sequence H-2-Db. The peptide sequence is FMAYTTSHI. (2) The peptide sequence is ALTSLGLLYT. The MHC is HLA-A68:02 with pseudo-sequence HLA-A68:02. The binding affinity (normalized) is 0. (3) The peptide sequence is MSFLEKDAPY. The binding affinity (normalized) is 0.615. The MHC is HLA-A01:01 with pseudo-sequence HLA-A01:01. (4) The peptide sequence is YTGDFDSVI. The MHC is HLA-B18:01 with pseudo-sequence HLA-B18:01. The binding affinity (normalized) is 0. (5) The peptide sequence is YPKSNSGDKY. The MHC is HLA-B51:01 with pseudo-sequence HLA-B51:01. The binding affinity (normalized) is 0. (6) The peptide sequence is ITAGYNRYY. The MHC is HLA-A02:01 with pseudo-sequence HLA-A02:01. The binding affinity (normalized) is 0.0847. (7) The peptide sequence is RRMATTFTF. The MHC is HLA-B07:02 with pseudo-sequence HLA-B07:02. The binding affinity (normalized) is 0.0847.